This data is from Reaction yield outcomes from USPTO patents with 853,638 reactions. The task is: Predict the reaction yield, written as a fraction of the theoretical maximum amount of product (1.0 means a 100% yield; for example, 0.34 means a 34% yield). (1) The reactants are Br[C:2]1[CH:3]=[C:4]2[C:10]([C:11]([C:13]3[CH:18]=[CH:17][CH:16]=[CH:15][CH:14]=3)=[O:12])=[CH:9][NH:8][C:5]2=[N:6][CH:7]=1.[OH:19][C:20]1[CH:21]=[C:22](B(O)O)[CH:23]=[CH:24][CH:25]=1.C(#N)C.C(=O)([O-])[O-].[Na+].[Na+]. The catalyst is O.CN(C=O)C.Cl[Pd-2](Cl)(P(C1C=CC=CC=1)(C1C=CC=CC=1)C1C=CC=CC=1)P(C1C=CC=CC=1)(C1C=CC=CC=1)C1C=CC=CC=1. The product is [OH:19][C:20]1[CH:25]=[C:24]([C:2]2[CH:3]=[C:4]3[C:10]([C:11]([C:13]4[CH:18]=[CH:17][CH:16]=[CH:15][CH:14]=4)=[O:12])=[CH:9][NH:8][C:5]3=[N:6][CH:7]=2)[CH:23]=[CH:22][CH:21]=1. The yield is 0.710. (2) The catalyst is CO.O. The reactants are [N+:1]([C:4]1[CH:5]=[C:6]([CH:14]=[CH:15][CH:16]=1)[O:7][CH2:8][C:9](OCC)=[O:10])([O-:3])=[O:2].Cl.CN.[CH:20]([N:23](C(C)C)CC)(C)C. The product is [CH3:20][NH:23][C:9](=[O:10])[CH2:8][O:7][C:6]1[CH:14]=[CH:15][CH:16]=[C:4]([N+:1]([O-:3])=[O:2])[CH:5]=1. The yield is 0.950. (3) The reactants are [CH:1]1([C:4]2[C:5]([NH:24][S:25]([CH3:28])(=[O:27])=[O:26])=[CH:6][C:7]3[O:11][C:10]([C:12]4[CH:17]=[CH:16][C:15]([F:18])=[CH:14][CH:13]=4)=[C:9]([C:19]([NH:21][CH3:22])=[O:20])[C:8]=3[CH:23]=2)[CH2:3][CH2:2]1.F[C:30]1[CH:35]=[CH:34][C:33]([N+:36]([O-:38])=[O:37])=[C:32]([C:39]([F:42])([F:41])[F:40])[CH:31]=1.C([O-])([O-])=O.[K+].[K+]. The catalyst is CN(P(N(C)C)(N(C)C)=O)C.CCOC(C)=O.O. The product is [CH:1]1([C:4]2[C:5]([N:24]([C:30]3[CH:35]=[CH:34][C:33]([N+:36]([O-:38])=[O:37])=[C:32]([C:39]([F:40])([F:42])[F:41])[CH:31]=3)[S:25]([CH3:28])(=[O:27])=[O:26])=[CH:6][C:7]3[O:11][C:10]([C:12]4[CH:17]=[CH:16][C:15]([F:18])=[CH:14][CH:13]=4)=[C:9]([C:19]([NH:21][CH3:22])=[O:20])[C:8]=3[CH:23]=2)[CH2:3][CH2:2]1. The yield is 0.930.